From a dataset of hERG potassium channel inhibition data for cardiac toxicity prediction from Karim et al.. Regression/Classification. Given a drug SMILES string, predict its toxicity properties. Task type varies by dataset: regression for continuous values (e.g., LD50, hERG inhibition percentage) or binary classification for toxic/non-toxic outcomes (e.g., AMES mutagenicity, cardiotoxicity, hepatotoxicity). Dataset: herg_karim. (1) The molecule is COc1ccc2ncc(F)c(CC(C)(O)C34CCC(NCc5ccc6c(n5)NC(=O)CO6)(CC3)CO4)c2n1. The result is 1 (blocker). (2) The drug is COc1ccc2c(NC[C@H](O)CO)nc(C#N)c(-c3ccccc3)c2c1. The result is 0 (non-blocker). (3) The drug is N#Cc1ccc(Cn2cncc2CNC2CCN(Cc3ccccc3)C2=O)cc1. The result is 1 (blocker). (4) The drug is O=C(NC1CCN(Cc2ccn(-c3ccc(C(F)(F)F)cc3)c2)CC1)N1CC[C@H](O)C1. The result is 0 (non-blocker).